Dataset: Forward reaction prediction with 1.9M reactions from USPTO patents (1976-2016). Task: Predict the product of the given reaction. (1) Given the reactants [CH3:1][O:2][C:3]1[CH:4]=[C:5]([OH:9])[CH:6]=[CH:7][CH:8]=1.Br[CH2:11][C:12]([O:14]CC)=[O:13].C([O-])([O-])=O.[K+].[K+].[OH-].[Na+].Cl, predict the reaction product. The product is: [CH3:1][O:2][C:3]1[CH:4]=[C:5]([CH:6]=[CH:7][CH:8]=1)[O:9][CH2:11][C:12]([OH:14])=[O:13]. (2) Given the reactants C(OC(=O)[NH:7][CH:8]1[CH2:13][CH2:12][CH2:11][N:10]([CH2:14][C:15]([F:18])([F:17])[F:16])[CH2:9]1)(C)(C)C.[ClH:20], predict the reaction product. The product is: [ClH:20].[F:18][C:15]([F:16])([F:17])[CH2:14][N:10]1[CH2:11][CH2:12][CH2:13][CH:8]([NH2:7])[CH2:9]1.